Dataset: Reaction yield outcomes from USPTO patents with 853,638 reactions. Task: Predict the reaction yield, written as a fraction of the theoretical maximum amount of product (1.0 means a 100% yield; for example, 0.34 means a 34% yield). (1) The reactants are C([O:4][C@H:5]1[C@H:9]([O:10][C:11](=[O:18])[C:12]2[CH:17]=[CH:16][CH:15]=[CH:14][CH:13]=2)[C@H:8]([CH2:19][O:20][C:21](=[O:28])[C:22]2[CH:27]=[CH:26][CH:25]=[CH:24][CH:23]=2)[O:7][C@@H:6]1[N:29]1[CH:37]=[N:36][C:35]2[C:30]1=[N:31][CH:32]=[N:33][C:34]=2[NH2:38])(=O)C.O.NN. The catalyst is N1C=CC=CC=1. The product is [C:11]([O:10][C@@H:9]1[C@H:8]([CH2:19][O:20][C:21](=[O:28])[C:22]2[CH:23]=[CH:24][CH:25]=[CH:26][CH:27]=2)[O:7][C@H:6]([N:29]2[CH:37]=[N:36][C:35]3[C:30]2=[N:31][CH:32]=[N:33][C:34]=3[NH2:38])[C@H:5]1[OH:4])(=[O:18])[C:12]1[CH:13]=[CH:14][CH:15]=[CH:16][CH:17]=1. The yield is 0.680. (2) The reactants are P(Cl)(Cl)([Cl:3])=O.[C:6]([NH:9][C:10]1[NH:11][C:12](=O)[C:13]2[S:18][C:17](=[O:19])[N:16]([C@@H:20]3[O:32][C@H:31]([CH2:33][O:34][C:35](=[O:37])[CH3:36])[C@@H:26]([O:27][C:28](=[O:30])[CH3:29])[C@H:21]3[O:22][C:23](=[O:25])[CH3:24])[C:14]=2[N:15]=1)(=[O:8])[CH3:7].C(N(CC)CC)C.C([O-])(O)=O.[Na+]. The catalyst is C(Cl)(Cl)Cl. The product is [C:6]([NH:9][C:10]1[N:11]=[C:12]([Cl:3])[C:13]2[S:18][C:17](=[O:19])[N:16]([C@@H:20]3[O:32][C@H:31]([CH2:33][O:34][C:35](=[O:37])[CH3:36])[C@@H:26]([O:27][C:28](=[O:30])[CH3:29])[C@H:21]3[O:22][C:23](=[O:25])[CH3:24])[C:14]=2[N:15]=1)(=[O:8])[CH3:7]. The yield is 0.900. (3) The reactants are [F:1][C:2]1[CH:7]=[C:6]([O:8][C:9]2[CH:14]=[CH:13][N:12]=[C:11]([NH:15][C:16]([N:18]3[CH2:21][CH:20]([OH:22])[CH2:19]3)=[O:17])[CH:10]=2)[C:5]([F:23])=[CH:4][C:3]=1[NH:24][C:25]([CH2:27][C:28]1([CH2:31][C:32]([NH:34][C:35]2[CH:40]=[CH:39][C:38]([F:41])=[CH:37][CH:36]=2)=[O:33])[CH2:30][CH2:29]1)=[O:26].[BrH:42]. The catalyst is C(O)C. The product is [BrH:42].[F:1][C:2]1[CH:7]=[C:6]([O:8][C:9]2[CH:14]=[CH:13][N:12]=[C:11]([NH:15][C:16]([N:18]3[CH2:19][CH:20]([OH:22])[CH2:21]3)=[O:17])[CH:10]=2)[C:5]([F:23])=[CH:4][C:3]=1[NH:24][C:25]([CH2:27][C:28]1([CH2:31][C:32]([NH:34][C:35]2[CH:36]=[CH:37][C:38]([F:41])=[CH:39][CH:40]=2)=[O:33])[CH2:30][CH2:29]1)=[O:26]. The yield is 0.820. (4) The reactants are [Cl:1][C:2]1[CH:6]=[N:5][N:4]([CH3:7])[C:3]=1[C:8]1[CH:9]=[C:10]([NH:16][C:17]([NH:19][C:20]2[CH:25]=[CH:24][C:23]([F:26])=[CH:22][C:21]=2[F:27])=[O:18])[CH:11]=[CH:12][C:13]=1[O:14]C.[Cl-].[Al+3].[Cl-].[Cl-].C(OCC)(=O)C. The catalyst is ClCCCl. The product is [Cl:1][C:2]1[CH:6]=[N:5][N:4]([CH3:7])[C:3]=1[C:8]1[CH:9]=[C:10]([NH:16][C:17]([NH:19][C:20]2[CH:25]=[CH:24][C:23]([F:26])=[CH:22][C:21]=2[F:27])=[O:18])[CH:11]=[CH:12][C:13]=1[OH:14]. The yield is 0.750. (5) The reactants are I[C:2]1[CH:3]=[N:4][CH:5]=[CH:6][CH:7]=1.[CH3:8][O:9][C:10]1[CH:15]=[CH:14][C:13](B(O)O)=[CH:12][CH:11]=1.C(=O)([O-])[O-].[Na+].[Na+]. The catalyst is C1(C)C=CC=CC=1.CCO.CCOC(C)=O.[Pd].C1(P(C2C=CC=CC=2)C2C=CC=CC=2)C=CC=CC=1.C1(P(C2C=CC=CC=2)C2C=CC=CC=2)C=CC=CC=1.C1(P(C2C=CC=CC=2)C2C=CC=CC=2)C=CC=CC=1.C1(P(C2C=CC=CC=2)C2C=CC=CC=2)C=CC=CC=1. The product is [CH3:8][O:9][C:10]1[CH:15]=[CH:14][C:13]([C:2]2[CH:3]=[N:4][CH:5]=[CH:6][CH:7]=2)=[CH:12][CH:11]=1. The yield is 0.670. (6) The yield is 0.900. The catalyst is CC(=O)CC. The reactants are [O:1]=[C:2]1[C:6]2([CH2:11][CH2:10][NH:9][CH2:8][CH2:7]2)[N:5]([C:12]2[CH:17]=[CH:16][CH:15]=[CH:14][CH:13]=2)[CH2:4][N:3]1[CH2:18][C:19]1[CH:20]=[C:21]([CH:29]=[CH:30][CH:31]=1)[C:22]([O:24][C:25]([CH3:28])([CH3:27])[CH3:26])=[O:23].C(=O)([O-])[O-].[K+].[K+].[I-].[Na+].Cl[CH2:41][CH2:42][CH2:43][N:44]1[C:48]2[CH:49]=[CH:50][CH:51]=[CH:52][C:47]=2[N:46]([CH:53]2[CH2:55][CH2:54]2)[C:45]1=[O:56]. The product is [CH:53]1([N:46]2[C:47]3[CH:52]=[CH:51][CH:50]=[CH:49][C:48]=3[N:44]([CH2:43][CH2:42][CH2:41][N:9]3[CH2:10][CH2:11][C:6]4([N:5]([C:12]5[CH:13]=[CH:14][CH:15]=[CH:16][CH:17]=5)[CH2:4][N:3]([CH2:18][C:19]5[CH:20]=[C:21]([CH:29]=[CH:30][CH:31]=5)[C:22]([O:24][C:25]([CH3:28])([CH3:26])[CH3:27])=[O:23])[C:2]4=[O:1])[CH2:7][CH2:8]3)[C:45]2=[O:56])[CH2:55][CH2:54]1. (7) The reactants are [NH2:1][C:2]1[CH:7]=[N:6][CH:5]=[CH:4][N:3]=1.N1C=CC=CC=1.Cl[C:15]([O:17][CH2:18][C:19]([Cl:22])([Cl:21])[Cl:20])=[O:16]. The catalyst is O1CCCC1. The product is [N:3]1[CH:4]=[CH:5][N:6]=[CH:7][C:2]=1[NH:1][C:15](=[O:16])[O:17][CH2:18][C:19]([Cl:22])([Cl:21])[Cl:20]. The yield is 0.0340.